Task: Regression. Given a peptide amino acid sequence and an MHC pseudo amino acid sequence, predict their binding affinity value. This is MHC class II binding data.. Dataset: Peptide-MHC class II binding affinity with 134,281 pairs from IEDB (1) The peptide sequence is KKVGQVTLLDLLKLTVA. The MHC is DRB3_0301 with pseudo-sequence DRB3_0301. The binding affinity (normalized) is 0.593. (2) The peptide sequence is GNGVVALRNAQLVTF. The MHC is DRB1_1602 with pseudo-sequence DRB1_1602. The binding affinity (normalized) is 1.00. (3) The peptide sequence is INEPTAAAIAYGTDR. The MHC is HLA-DQA10102-DQB10602 with pseudo-sequence HLA-DQA10102-DQB10602. The binding affinity (normalized) is 0.569.